Dataset: Reaction yield outcomes from USPTO patents with 853,638 reactions. Task: Predict the reaction yield, written as a fraction of the theoretical maximum amount of product (1.0 means a 100% yield; for example, 0.34 means a 34% yield). (1) The reactants are [F:1][C:2]1[CH:7]=[C:6]([F:8])[CH:5]=[CH:4][C:3]=1/[CH:9]=[CH:10]/[C:11]1[CH:16]=[CH:15][C:14]([S:17]([C:20]2[C:25]([C:26](=[O:28])[CH3:27])=[CH:24][CH:23]=[CH:22][N:21]=2)(=[O:19])=[O:18])=[CH:13][CH:12]=1.[BH4-].[Na+]. The catalyst is ClCCl.CO. The product is [F:1][C:2]1[CH:7]=[C:6]([F:8])[CH:5]=[CH:4][C:3]=1/[CH:9]=[CH:10]/[C:11]1[CH:16]=[CH:15][C:14]([S:17]([C:20]2[C:25]([CH:26]([OH:28])[CH3:27])=[CH:24][CH:23]=[CH:22][N:21]=2)(=[O:18])=[O:19])=[CH:13][CH:12]=1. The yield is 0.630. (2) The catalyst is C1COCC1.CCOCC. The product is [OH:1][C:2]1[C:10]([C:11]([F:14])([F:13])[F:12])=[CH:9][CH:8]=[CH:7][C:3]=1[C:4](=[O:6])[CH3:15]. The reactants are [OH:1][C:2]1[C:10]([C:11]([F:14])([F:13])[F:12])=[CH:9][CH:8]=[CH:7][C:3]=1[C:4]([OH:6])=O.[CH3:15][Li].C. The yield is 0.990. (3) The reactants are [CH2:1]([N:8]1[CH:13]=[C:12]([N+:14]([O-])=O)[CH:11]=[CH:10][C:9]1=[O:17])[C:2]1[CH:7]=[CH:6][CH:5]=[CH:4][CH:3]=1.[Sn].C(=O)([O-])[O-].[Na+].[Na+]. The catalyst is Cl.O. The product is [NH2:14][C:12]1[CH:11]=[CH:10][C:9](=[O:17])[N:8]([CH2:1][C:2]2[CH:7]=[CH:6][CH:5]=[CH:4][CH:3]=2)[CH:13]=1. The yield is 0.510. (4) The reactants are [F:1][C:2]1[CH:3]=[C:4]([C:8]2[S:9][C:10]([N:14]([CH3:23])[C:15]([CH:17]3[CH2:22][CH2:21][CH2:20][NH:19][CH2:18]3)=[O:16])=[C:11]([CH3:13])[N:12]=2)[CH:5]=[N:6][CH:7]=1.C(=O)([O-])[O-].[K+].[K+].[CH3:30][CH:31]([CH2:35][CH2:36][CH3:37])[C:32](Cl)=[O:33]. The product is [F:1][C:2]1[CH:3]=[C:4]([C:8]2[S:9][C:10]([N:14]([CH3:23])[C:15]([CH:17]3[CH2:22][CH2:21][CH2:20][N:19]([C:32](=[O:33])[CH:31]([CH3:30])[CH2:35][CH2:36][CH3:37])[CH2:18]3)=[O:16])=[C:11]([CH3:13])[N:12]=2)[CH:5]=[N:6][CH:7]=1. The yield is 0.640. The catalyst is CN(C1C=CN=CC=1)C.ClCCCl.O.ClCCl. (5) The reactants are [CH3:1][C:2]([CH3:16])([O:4][C:5]([N:7]1[CH2:12][CH2:11][CH:10]([C:13]([OH:15])=O)[CH2:9][CH2:8]1)=[O:6])[CH3:3].[CH3:17][N:18]1[CH2:23][CH2:22][NH:21][CH2:20][CH2:19]1.CN(C(ON1N=NC2C=CC=CC1=2)=[N+](C)C)C.[B-](F)(F)(F)F.N. The catalyst is ClCCl.CO. The product is [CH3:16][C:2]([CH3:1])([O:4][C:5]([N:7]1[CH2:8][CH2:9][CH:10]([C:13]([N:21]2[CH2:22][CH2:23][N:18]([CH3:17])[CH2:19][CH2:20]2)=[O:15])[CH2:11][CH2:12]1)=[O:6])[CH3:3]. The yield is 0.760. (6) The reactants are [NH2:1][C:2]1[C:7]([N+:8]([O-])=O)=[C:6]([O:11][C:12]2[CH:17]=[CH:16][C:15]([NH:18][C:19](=[O:25])[O:20][C:21]([CH3:24])([CH3:23])[CH3:22])=[CH:14][CH:13]=2)[CH:5]=[CH:4][N:3]=1.C(OCC)(=O)C. The catalyst is C(O)C.[Pd]. The product is [NH2:1][C:2]1[C:7]([NH2:8])=[C:6]([O:11][C:12]2[CH:13]=[CH:14][C:15]([NH:18][C:19](=[O:25])[O:20][C:21]([CH3:23])([CH3:22])[CH3:24])=[CH:16][CH:17]=2)[CH:5]=[CH:4][N:3]=1. The yield is 0.880.